Dataset: Reaction yield outcomes from USPTO patents with 853,638 reactions. Task: Predict the reaction yield, written as a fraction of the theoretical maximum amount of product (1.0 means a 100% yield; for example, 0.34 means a 34% yield). (1) The catalyst is C(Cl)Cl. The product is [Br:30][C:19]1[S:18][C:17]([C:13]2[N:8]3[N:9]=[C:10]([CH3:12])[CH:11]=[C:6]([CH:3]([CH2:4][CH3:5])[CH2:1][CH3:2])[C:7]3=[N:15][C:14]=2[CH3:16])=[C:21]([CH3:22])[CH:20]=1. The reactants are [CH2:1]([CH:3]([C:6]1[C:7]2[N:8]([C:13]([C:17]3[S:18][CH:19]=[CH:20][C:21]=3[CH3:22])=[C:14]([CH3:16])[N:15]=2)[N:9]=[C:10]([CH3:12])[CH:11]=1)[CH2:4][CH3:5])[CH3:2].C1C(=O)N([Br:30])C(=O)C1. The yield is 0.950. (2) The reactants are [F:1][C:2]([F:31])([F:30])[C:3]1[CH:4]=[C:5]([CH:23]=[C:24]([C:26]([F:29])([F:28])[F:27])[CH:25]=1)[CH2:6][N:7]1[CH2:14][CH2:13][CH2:12][NH:11][C:10]2[N:15]=[C:16]([S:20][CH3:21])[N:17]=[C:18](Cl)[C:9]=2[C:8]1=[O:22].[CH3:32][O:33][C:34]1[CH:39]=[CH:38][CH:37]=[CH:36][C:35]=1OB(O)O. No catalyst specified. The product is [F:1][C:2]([F:31])([F:30])[C:3]1[CH:4]=[C:5]([CH:23]=[C:24]([C:26]([F:29])([F:28])[F:27])[CH:25]=1)[CH2:6][N:7]1[CH2:14][CH2:13][CH2:12][NH:11][C:10]2[N:15]=[C:16]([S:20][CH3:21])[N:17]=[C:18]([C:35]3[CH:36]=[CH:37][CH:38]=[CH:39][C:34]=3[O:33][CH3:32])[C:9]=2[C:8]1=[O:22]. The yield is 0.890. (3) The reactants are C(=O)([O-])[O-].[K+].[K+].[OH:7][CH:8]1[CH2:12][NH:11][C@H:10]([C:13]([OH:15])=[O:14])[CH2:9]1.[CH3:16][C:17]1[CH:22]=[CH:21][CH:20]=[CH:19][C:18]=1[C:23]1[CH:31]=[CH:30][C:26]([C:27](Cl)=[O:28])=[CH:25][CH:24]=1. The catalyst is O.O1CCCC1.C1(C)C=CC=CC=1. The product is [OH:7][C@H:8]1[CH2:12][N:11]([C:27]([C:26]2[CH:25]=[CH:24][C:23]([C:18]3[CH:19]=[CH:20][CH:21]=[CH:22][C:17]=3[CH3:16])=[CH:31][CH:30]=2)=[O:28])[C@H:10]([C:13]([OH:15])=[O:14])[CH2:9]1. The yield is 0.970. (4) The reactants are [C:1]([C:5]1[CH:10]=[CH:9][C:8]([N:11]2[CH:15]([C:16]3[CH:31]=[CH:30][C:19]([NH:20][CH2:21][C:22]4[CH:27]=[CH:26][C:25]([O:28][CH3:29])=[CH:24][CH:23]=4)=[C:18]([N+:32]([O-])=O)[CH:17]=3)[CH2:14][CH2:13][CH:12]2[C:35]2[CH:50]=[CH:49][C:38]([NH:39][CH2:40][C:41]3[CH:46]=[CH:45][C:44]([O:47][CH3:48])=[CH:43][CH:42]=3)=[C:37]([N+:51]([O-])=O)[CH:36]=2)=[CH:7][CH:6]=1)([CH3:4])([CH3:3])[CH3:2]. The catalyst is C1COCC1.C(O)C.C(OCC)(=O)C.[Pt]=O. The product is [C:1]([C:5]1[CH:10]=[CH:9][C:8]([N:11]2[CH:12]([C:35]3[CH:36]=[C:37]([NH2:51])[C:38]([NH:39][CH2:40][C:41]4[CH:46]=[CH:45][C:44]([O:47][CH3:48])=[CH:43][CH:42]=4)=[CH:49][CH:50]=3)[CH2:13][CH2:14][CH:15]2[C:16]2[CH:17]=[C:18]([NH2:32])[C:19]([NH:20][CH2:21][C:22]3[CH:23]=[CH:24][C:25]([O:28][CH3:29])=[CH:26][CH:27]=3)=[CH:30][CH:31]=2)=[CH:7][CH:6]=1)([CH3:4])([CH3:2])[CH3:3]. The yield is 0.280. (5) The reactants are [O:1]=[C:2]([NH:32][C:33]1[CH:34]=[CH:35][CH:36]=[C:37]2[C:42]=1[N:41]=[CH:40][CH:39]=[CH:38]2)[C@@H:3]([NH:20][C:21](=[O:31])[O:22][CH2:23][C:24]1[CH:29]=[CH:28][C:27]([F:30])=[CH:26][CH:25]=1)[CH2:4][CH2:5][CH2:6][CH:7]([NH:15][S:16](=[O:19])(=[O:18])[NH2:17])C(OC(C)(C)C)=O.S(N)(N)(=O)=O. The catalyst is CCOC(C)=O. The product is [O:1]=[C:2]([NH:32][C:33]1[CH:34]=[CH:35][CH:36]=[C:37]2[C:42]=1[N:41]=[CH:40][CH:39]=[CH:38]2)[C@@H:3]([NH:20][C:21](=[O:31])[O:22][CH2:23][C:24]1[CH:25]=[CH:26][C:27]([F:30])=[CH:28][CH:29]=1)[CH2:4][CH2:5][CH2:6][CH2:7][NH:15][S:16](=[O:19])(=[O:18])[NH2:17]. The yield is 0.620. (6) The reactants are [Br:1][C:2]1[C:3]([Cl:9])=[N:4][CH:5]=[CH:6][C:7]=1[NH2:8].CCN(C(C)C)C(C)C.[C:19](Cl)(=[O:21])[CH3:20]. The catalyst is C(Cl)Cl. The product is [Br:1][C:2]1[C:3]([Cl:9])=[N:4][CH:5]=[CH:6][C:7]=1[NH:8][C:19](=[O:21])[CH3:20]. The yield is 0.660. (7) The reactants are [CH:1]1([S:6][CH:7]([C:16]2[CH:21]=[CH:20][C:19]([Cl:22])=[C:18]([Cl:23])[CH:17]=2)[C:8]([NH:10][C:11]2[S:12][CH:13]=[CH:14][N:15]=2)=[O:9])[CH2:5][CH2:4][CH2:3][CH2:2]1.I([O-])(=O)(=O)=[O:25].[Na+]. The catalyst is CO.O. The product is [CH:1]1([S:6]([CH:7]([C:16]2[CH:21]=[CH:20][C:19]([Cl:22])=[C:18]([Cl:23])[CH:17]=2)[C:8]([NH:10][C:11]2[S:12][CH:13]=[CH:14][N:15]=2)=[O:9])=[O:25])[CH2:5][CH2:4][CH2:3][CH2:2]1. The yield is 0.660.